This data is from Full USPTO retrosynthesis dataset with 1.9M reactions from patents (1976-2016). The task is: Predict the reactants needed to synthesize the given product. (1) Given the product [C:16]([C:2]1[CH:11]=[CH:10][C:9]2[C:4](=[CH:5][CH:6]=[C:7]([C:12]([O:14][CH3:15])=[O:13])[CH:8]=2)[N:3]=1)#[N:17], predict the reactants needed to synthesize it. The reactants are: Cl[C:2]1[CH:11]=[CH:10][C:9]2[C:4](=[CH:5][CH:6]=[C:7]([C:12]([O:14][CH3:15])=[O:13])[CH:8]=2)[N:3]=1.[CH3:16][N:17](C=O)C. (2) Given the product [CH2:21]([N:7]([C@H:1]1[CH2:2][CH2:3][C@H:4]([CH3:29])[CH2:5][CH2:6]1)[C:8](=[O:20])[NH:9][C:10]1[S:11][C:12]([S:15][CH2:16][CH2:17][C:46]([OH:49])=[O:45])=[CH:13][N:14]=1)[CH2:22][CH2:23][CH3:28], predict the reactants needed to synthesize it. The reactants are: [CH:1]1([N:7]([CH2:21][CH2:22][C:23]2[CH:28]=CC=CC=2)[C:8](=[O:20])[NH:9][C:10]2[S:11][C:12]([S:15][CH2:16][C:17](O)=O)=[CH:13][N:14]=2)[CH2:6][CH2:5][CH2:4][CH2:3][CH2:2]1.[CH:29](=O)CCC.Cl.C[C@H]1CC[C@H](N)CC1.C([O:45][C:46](=[O:49])CC)C.Cl.CCN(C(C)C)C(C)C. (3) Given the product [ClH:28].[CH:1]1([CH2:4][NH:5][C:6]([C:8]2[N:9]=[C:10]([C:24]([F:25])([F:26])[F:27])[N:11]3[CH2:16][CH2:15][NH:14][CH2:13][C:12]=23)=[O:7])[CH2:3][CH2:2]1, predict the reactants needed to synthesize it. The reactants are: [CH:1]1([CH2:4][NH:5][C:6]([C:8]2[N:9]=[C:10]([C:24]([F:27])([F:26])[F:25])[N:11]3[CH2:16][CH2:15][N:14](C(OC(C)(C)C)=O)[CH2:13][C:12]=23)=[O:7])[CH2:3][CH2:2]1.[ClH:28]. (4) The reactants are: COC(=O)C1C=C(N2CCCC2=O)C=C(Br)C=1.C1CCCCC=1.[CH3:24][O:25][C:26](=[O:45])[C:27]1[CH:32]=[C:31]([N:33]2[CH2:37][CH2:36][CH2:35][C:34]2=[O:38])[CH:30]=[C:29]([CH:39]2[CH2:44][CH2:43][CH:42]=[CH:41][CH2:40]2)[CH:28]=1.COC(=O)C1C=C(N2CCCC2=O)C=C(C2CCCCC=2)C=1. Given the product [CH3:24][O:25][C:26](=[O:45])[C:27]1[CH:32]=[C:31]([N:33]2[CH2:37][CH2:36][CH2:35][C:34]2=[O:38])[CH:30]=[C:29]([CH:39]2[CH2:44][CH2:43][CH2:42][CH:41]=[CH:40]2)[CH:28]=1, predict the reactants needed to synthesize it.